This data is from Reaction yield outcomes from USPTO patents with 853,638 reactions. The task is: Predict the reaction yield, written as a fraction of the theoretical maximum amount of product (1.0 means a 100% yield; for example, 0.34 means a 34% yield). (1) The reactants are [F:1][C:2]1[CH:3]=[CH:4][C:5]([O:18]C)=[C:6]2[C:11]=1[NH:10][C:9](=[O:12])[NH:8][C:7]12[CH2:17][CH2:16][CH2:15][CH2:14][CH2:13]1.B(Br)(Br)Br. The catalyst is C(Cl)Cl.C(OC)(C)(C)C. The product is [F:1][C:2]1[CH:3]=[CH:4][C:5]([OH:18])=[C:6]2[C:11]=1[NH:10][C:9](=[O:12])[NH:8][C:7]12[CH2:17][CH2:16][CH2:15][CH2:14][CH2:13]1. The yield is 0.680. (2) The reactants are [C:1]([C:5]1[N:10]=[C:9](N2CCNCC2)[CH:8]=[C:7](C2CCC2)[N:6]=1)([CH3:4])([CH3:3])[CH3:2].BrCCCCl.C(N(CC)CC)C. The catalyst is CN(C)C=O. The product is [C:1]([C:5]1[N:10]=[CH:9][CH:8]=[CH:7][N:6]=1)([CH3:4])([CH3:3])[CH3:2]. The yield is 0.670.